From a dataset of Reaction yield outcomes from USPTO patents with 853,638 reactions. Predict the reaction yield, written as a fraction of the theoretical maximum amount of product (1.0 means a 100% yield; for example, 0.34 means a 34% yield). (1) The reactants are [C:1]([O:5][C:6](=[O:41])[NH:7][C@H:8]1[CH2:13][CH2:12][C@H:11]([CH2:14][CH:15]2[CH:19]([C:20]3[C:29]4[C:24](=[CH:25][CH:26]=[C:27]([O:30][CH3:31])[N:28]=4)[N:23]=[CH:22][C:21]=3[O:32]CC3C=CC=CC=3)OC(=O)[O:16]2)[CH2:10][CH2:9]1)([CH3:4])([CH3:3])[CH3:2]. The catalyst is [Pd].CO.C(N(CC)CC)C. The product is [C:1]([O:5][C:6](=[O:41])[NH:7][C@H:8]1[CH2:9][CH2:10][C@H:11]([CH2:14][CH:15]([OH:16])[CH2:19][C:20]2[C:29]3[C:24](=[CH:25][CH:26]=[C:27]([O:30][CH3:31])[N:28]=3)[N:23]=[CH:22][C:21]=2[OH:32])[CH2:12][CH2:13]1)([CH3:4])([CH3:2])[CH3:3]. The yield is 0.680. (2) The reactants are C(O)(=O)C.[N+:5](/[CH:8]=[CH:9]/[C:10]1[CH:11]=[C:12]([CH:21]=[CH:22][CH:23]=1)[O:13][CH2:14][C:15]1[CH:20]=[CH:19][CH:18]=[CH:17][N:16]=1)([O-:7])=[O:6].[BH4-].[Na+]. The catalyst is CS(C)=O. The product is [N+:5]([CH2:8][CH2:9][C:10]1[CH:11]=[C:12]([CH:21]=[CH:22][CH:23]=1)[O:13][CH2:14][C:15]1[CH:20]=[CH:19][CH:18]=[CH:17][N:16]=1)([O-:7])=[O:6]. The yield is 0.640. (3) The reactants are [N:1]12[CH2:8][CH2:7][C:4]([C:9]([C:17]3[CH:22]=[CH:21][CH:20]=[CH:19][CH:18]=3)([C:11]3[CH:16]=[CH:15][CH:14]=[CH:13][CH:12]=3)[OH:10])([CH2:5][CH2:6]1)[CH2:3][CH2:2]2.[Br:23][CH2:24][CH2:25][CH2:26][CH2:27][CH2:28][CH3:29]. The catalyst is CC#N. The product is [Br-:23].[CH2:24]([N+:1]12[CH2:6][CH2:5][C:4]([C:9]([OH:10])([C:17]3[CH:22]=[CH:21][CH:20]=[CH:19][CH:18]=3)[C:11]3[CH:12]=[CH:13][CH:14]=[CH:15][CH:16]=3)([CH2:3][CH2:2]1)[CH2:7][CH2:8]2)[CH2:25][CH2:26][CH2:27][CH2:28][CH3:29]. The yield is 0.730. (4) The reactants are [Si]([O:8][CH2:9][CH2:10][N:11]([C:22]1[CH:27]=[CH:26][C:25]([N:28]2[CH2:32][CH2:31][N:30]([CH2:33][C:34]([O:36][CH2:37][CH3:38])=[O:35])[C:29]2=[O:39])=[C:24]([O:40][C:41]([F:44])([F:43])[F:42])[CH:23]=1)[C:12]([C:14]1[C:15](Cl)=[N:16][CH:17]=[N:18][C:19]=1[Cl:20])=[O:13])(C(C)(C)C)(C)C.NC1C2C(=O)N(C3C=CC(C4C=NN(CCC(OCC)=O)C=4)=C(F)C=3)CCOC=2N=CN=1.CC([O-])=O.[Na+]. The catalyst is CCO.O.CC(=O)OCC. The product is [Cl:20][C:19]1[C:14]2[C:12](=[O:13])[N:11]([C:22]3[CH:27]=[CH:26][C:25]([N:28]4[CH2:32][CH2:31][N:30]([CH2:33][C:34]([O:36][CH2:37][CH3:38])=[O:35])[C:29]4=[O:39])=[C:24]([O:40][C:41]([F:43])([F:44])[F:42])[CH:23]=3)[CH2:10][CH2:9][O:8][C:15]=2[N:16]=[CH:17][N:18]=1. The yield is 0.610. (5) The reactants are [Br:1][C:2]1[CH:7]=[C:6](F)[C:5]([N+:9]([O-:11])=[O:10])=[CH:4][C:3]=1[F:12].[CH3:13][O-:14].[Na+].CO. The catalyst is C(Cl)Cl. The product is [CH3:13][O:14][C:6]1[CH:7]=[C:2]([Br:1])[C:3]([F:12])=[CH:4][C:5]=1[N+:9]([O-:11])=[O:10]. The yield is 0.950. (6) The reactants are [NH2:1][C:2]1[CH:3]=[C:4]([Cl:14])[C:5]2[NH:9][C:8]([CH:10]([F:12])[F:11])=[N:7][C:6]=2[CH:13]=1.[Cl:15][C:16]1[N:21]=[C:20](Cl)[N:19]=[C:18]([N:23]2[CH2:28][CH2:27][O:26][CH2:25][CH2:24]2)[N:17]=1.C(=O)([O-])[O-].[K+].[K+]. The catalyst is CC(C)=O. The product is [NH2:1][C:2]1[CH:3]=[C:4]([Cl:14])[C:5]2[N:9]=[C:8]([CH:10]([F:11])[F:12])[N:7]([C:20]3[N:21]=[C:16]([Cl:15])[N:17]=[C:18]([N:23]4[CH2:24][CH2:25][O:26][CH2:27][CH2:28]4)[N:19]=3)[C:6]=2[CH:13]=1. The yield is 0.280. (7) The reactants are Cl[C:2]1[C:7]([C:8]([O:10][CH2:11][CH3:12])=[O:9])=[CH:6][N:5]=[C:4]([Cl:13])[CH:3]=1.[CH3:14][O:15][C:16]1[CH:21]=[C:20]([O:22][CH3:23])[CH:19]=[CH:18][C:17]=1[CH2:24][NH2:25]. The catalyst is CC#N. The product is [Cl:13][C:4]1[CH:3]=[C:2]([NH:25][CH2:24][C:17]2[CH:18]=[CH:19][C:20]([O:22][CH3:23])=[CH:21][C:16]=2[O:15][CH3:14])[C:7]([C:8]([O:10][CH2:11][CH3:12])=[O:9])=[CH:6][N:5]=1. The yield is 0.920.